This data is from NCI-60 drug combinations with 297,098 pairs across 59 cell lines. The task is: Regression. Given two drug SMILES strings and cell line genomic features, predict the synergy score measuring deviation from expected non-interaction effect. (1) Drug 1: CC1OCC2C(O1)C(C(C(O2)OC3C4COC(=O)C4C(C5=CC6=C(C=C35)OCO6)C7=CC(=C(C(=C7)OC)O)OC)O)O. Drug 2: C1=CN(C=N1)CC(O)(P(=O)(O)O)P(=O)(O)O. Cell line: EKVX. Synergy scores: CSS=-0.756, Synergy_ZIP=-7.91, Synergy_Bliss=-17.3, Synergy_Loewe=-25.4, Synergy_HSA=-17.0. (2) Drug 1: CCCCC(=O)OCC(=O)C1(CC(C2=C(C1)C(=C3C(=C2O)C(=O)C4=C(C3=O)C=CC=C4OC)O)OC5CC(C(C(O5)C)O)NC(=O)C(F)(F)F)O. Drug 2: CC=C1C(=O)NC(C(=O)OC2CC(=O)NC(C(=O)NC(CSSCCC=C2)C(=O)N1)C(C)C)C(C)C. Cell line: UACC62. Synergy scores: CSS=81.3, Synergy_ZIP=-4.05, Synergy_Bliss=-5.85, Synergy_Loewe=-8.17, Synergy_HSA=-3.58. (3) Drug 1: CC1C(C(=O)NC(C(=O)N2CCCC2C(=O)N(CC(=O)N(C(C(=O)O1)C(C)C)C)C)C(C)C)NC(=O)C3=C4C(=C(C=C3)C)OC5=C(C(=O)C(=C(C5=N4)C(=O)NC6C(OC(=O)C(N(C(=O)CN(C(=O)C7CCCN7C(=O)C(NC6=O)C(C)C)C)C)C(C)C)C)N)C. Drug 2: CC1C(C(CC(O1)OC2CC(CC3=C2C(=C4C(=C3O)C(=O)C5=CC=CC=C5C4=O)O)(C(=O)C)O)N)O. Cell line: SK-MEL-5. Synergy scores: CSS=58.8, Synergy_ZIP=21.4, Synergy_Bliss=22.3, Synergy_Loewe=19.9, Synergy_HSA=22.5.